This data is from Reaction yield outcomes from USPTO patents with 853,638 reactions. The task is: Predict the reaction yield, written as a fraction of the theoretical maximum amount of product (1.0 means a 100% yield; for example, 0.34 means a 34% yield). The reactants are [NH2:1][C:2]1[CH:10]=[CH:9][C:5]([C:6]([OH:8])=O)=[CH:4][C:3]=1[C:11]([F:14])([F:13])[F:12].[O:15]=[C:16]1[O:20][CH:19]([O:21][CH2:22][CH2:23][C:24]2C=[CH:28][CH:27]=[CH:26][CH:25]=2)[CH:18]([NH:30][C:31]([CH:33]2[CH2:37][CH2:36][CH2:35][N:34]2[C:38](=[O:52])[CH:39]([NH:41]C(=O)C2C=CC(N)=C(Cl)C=2)[CH3:40])=[O:32])[CH2:17]1. No catalyst specified. The product is [CH2:22]([O:21][CH:19]1[CH:18]([NH:30][C:31]([CH:33]2[CH2:37][CH2:36][CH2:35][N:34]2[C:38](=[O:52])[CH:39]([NH:41][C:6](=[O:8])[C:5]2[CH:9]=[CH:10][C:2]([NH2:1])=[C:3]([C:11]([F:14])([F:13])[F:12])[CH:4]=2)[CH3:40])=[O:32])[CH2:17][C:16](=[O:15])[O:20]1)[C:23]1[CH:24]=[CH:25][CH:26]=[CH:27][CH:28]=1. The yield is 0.480.